Dataset: Peptide-MHC class I binding affinity with 185,985 pairs from IEDB/IMGT. Task: Regression. Given a peptide amino acid sequence and an MHC pseudo amino acid sequence, predict their binding affinity value. This is MHC class I binding data. The peptide sequence is LTYSQLMTL. The MHC is HLA-A02:03 with pseudo-sequence HLA-A02:03. The binding affinity (normalized) is 0.810.